This data is from Full USPTO retrosynthesis dataset with 1.9M reactions from patents (1976-2016). The task is: Predict the reactants needed to synthesize the given product. (1) Given the product [CH2:1]([O:3][C:4]([C:6]1([C:9]2[CH:14]=[CH:13][C:12]([C:15]3[CH:20]=[CH:19][C:18]([C:21]4[O:25][N:24]=[C:23]([CH3:26])[C:22]=4[NH:27][C:28]4[N:29]=[C:30]([C:42]5[C:37]([O:36][CH3:35])=[N:38][CH:39]=[CH:40][CH:41]=5)[CH:31]=[CH:32][CH:33]=4)=[CH:17][CH:16]=3)=[CH:11][CH:10]=2)[CH2:8][CH2:7]1)=[O:5])[CH3:2], predict the reactants needed to synthesize it. The reactants are: [CH2:1]([O:3][C:4]([C:6]1([C:9]2[CH:14]=[CH:13][C:12]([C:15]3[CH:20]=[CH:19][C:18]([C:21]4[O:25][N:24]=[C:23]([CH3:26])[C:22]=4[NH:27][C:28]4[CH:33]=[CH:32][CH:31]=[C:30](Br)[N:29]=4)=[CH:17][CH:16]=3)=[CH:11][CH:10]=2)[CH2:8][CH2:7]1)=[O:5])[CH3:2].[CH3:35][O:36][C:37]1[C:42](B(O)O)=[CH:41][CH:40]=[CH:39][N:38]=1. (2) Given the product [Cl-:1].[C:13]([NH:12][C:9]1[CH:10]=[CH:11][C:6]([O:5][C:3](=[O:4])[CH2:2][P+:20]([CH2:21][CH2:22][CH2:23][CH3:24])([CH2:25][CH2:26][CH2:27][CH3:28])[CH2:16][CH2:17][CH2:18][CH3:19])=[CH:7][CH:8]=1)(=[O:15])[CH3:14], predict the reactants needed to synthesize it. The reactants are: [Cl:1][CH2:2][C:3]([O:5][C:6]1[CH:11]=[CH:10][C:9]([NH:12][C:13](=[O:15])[CH3:14])=[CH:8][CH:7]=1)=[O:4].[CH2:16]([P:20]([CH2:25][CH2:26][CH2:27][CH3:28])[CH2:21][CH2:22][CH2:23][CH3:24])[CH2:17][CH2:18][CH3:19]. (3) Given the product [CH2:1]([O:37][C:36]([C:26]1[C:25](=[O:39])[C:24]2[C:29](=[C:30]([O:31][CH3:32])[C:21]([N:17]3[CH2:18][CH2:19][CH2:20][C:15](=[C:13]([F:14])[CH2:12][NH:11][C:9]([O:8][C:4]([CH3:7])([CH3:5])[CH3:6])=[O:10])[CH2:16]3)=[C:22]([F:40])[CH:23]=2)[N:28]([CH:33]2[CH2:35][CH2:34]2)[CH:27]=1)=[O:38])[CH3:2], predict the reactants needed to synthesize it. The reactants are: [CH3:1][CH2:2]I.[C:4]([O:8][C:9]([NH:11][CH2:12][C:13](=[C:15]1[CH2:20][CH2:19][CH2:18][N:17]([C:21]2[C:30]([O:31][CH3:32])=[C:29]3[C:24]([C:25](=[O:39])[C:26]([C:36]([OH:38])=[O:37])=[CH:27][N:28]3[CH:33]3[CH2:35][CH2:34]3)=[CH:23][C:22]=2[F:40])[CH2:16]1)[F:14])=[O:10])([CH3:7])([CH3:6])[CH3:5].C([O-])([O-])=O.[Cs+].[Cs+]. (4) Given the product [C:1]([O:5][C:6](=[O:42])/[CH:7]=[CH:8]/[C:9]1[C:14](=[O:15])[N:13]2[CH:16]=[CH:17][C:18]([C:20]([NH:22][C:23]3[S:24][CH:25]=[C:26]([C:28]([CH3:31])([CH3:30])[CH3:29])[N:27]=3)=[O:21])=[CH:19][C:12]2=[N:11][C:10]=1[N:32]1[CH2:37][CH2:36][CH:35]([CH2:38][C:39]([NH:46][CH2:45][CH2:43][OH:44])=[O:41])[CH2:34][CH2:33]1)([CH3:3])([CH3:2])[CH3:4], predict the reactants needed to synthesize it. The reactants are: [C:1]([O:5][C:6](=[O:42])/[CH:7]=[CH:8]/[C:9]1[C:14](=[O:15])[N:13]2[CH:16]=[CH:17][C:18]([C:20]([NH:22][C:23]3[S:24][CH:25]=[C:26]([C:28]([CH3:31])([CH3:30])[CH3:29])[N:27]=3)=[O:21])=[CH:19][C:12]2=[N:11][C:10]=1[N:32]1[CH2:37][CH2:36][CH:35]([CH2:38][C:39]([OH:41])=O)[CH2:34][CH2:33]1)([CH3:4])([CH3:3])[CH3:2].[CH2:43]([CH2:45][NH2:46])[OH:44].C1C=CC2N(O)N=NC=2C=1.Cl. (5) Given the product [F:25][C:26]1[CH:31]=[CH:30][C:29]([O:32][C:2]2[CH:20]=[C:19]([C:21]([F:24])([F:23])[F:22])[CH:18]=[CH:17][C:3]=2[C:4]([NH:6][C:7]2[CH:12]=[CH:11][CH:10]=[C:9]([S:13](=[O:16])(=[O:15])[NH2:14])[CH:8]=2)=[O:5])=[CH:28][CH:27]=1, predict the reactants needed to synthesize it. The reactants are: F[C:2]1[CH:20]=[C:19]([C:21]([F:24])([F:23])[F:22])[CH:18]=[CH:17][C:3]=1[C:4]([NH:6][C:7]1[CH:12]=[CH:11][CH:10]=[C:9]([S:13](=[O:16])(=[O:15])[NH2:14])[CH:8]=1)=[O:5].[F:25][C:26]1[CH:31]=[CH:30][C:29]([OH:32])=[CH:28][CH:27]=1.C([O-])([O-])=O.[Cs+].[Cs+]. (6) Given the product [CH2:25]([NH:27][C:28]([NH:24][C:20]1[CH:19]=[CH:18][C:17]2[C:22](=[CH:23][C:14]([NH:13][C:5]3[CH:6]=[C:7]([O:11][CH3:12])[C:8]([O:9][CH3:10])=[C:3]([O:2][CH3:1])[CH:4]=3)=[CH:15][N:16]=2)[N:21]=1)=[S:29])[CH3:26], predict the reactants needed to synthesize it. The reactants are: [CH3:1][O:2][C:3]1[CH:4]=[C:5]([NH:13][C:14]2[CH:23]=[C:22]3[C:17]([CH:18]=[CH:19][C:20]([NH2:24])=[N:21]3)=[N:16][CH:15]=2)[CH:6]=[C:7]([O:11][CH3:12])[C:8]=1[O:9][CH3:10].[CH2:25]([N:27]=[C:28]=[S:29])[CH3:26]. (7) Given the product [N+:42]([C:45]1[CH:46]=[CH:47][C:48]([C:49]([O:51][C@H:52]2[C:56]3[N:57]=[CH:58][N:59]=[C:60]([C:31]4[CH:30]=[CH:29][C:28]5[C:24]([CH:14]([C:11]6[CH:12]=[CH:13][C:8]([Cl:7])=[CH:9][CH:10]=6)[CH2:15][NH:16][C:17]([O:18][C:19]([CH3:20])([CH3:21])[CH3:22])=[O:23])=[N:25][S:26][C:27]=5[CH:32]=4)[C:55]=3[C@H:54]([CH3:62])[CH2:53]2)=[O:50])=[CH:63][CH:64]=1)([O-:44])=[O:43], predict the reactants needed to synthesize it. The reactants are: C([O-])([O-])=O.[Na+].[Na+].[Cl:7][C:8]1[CH:13]=[CH:12][C:11]([CH:14]([C:24]2[C:28]3[CH:29]=[CH:30][C:31](B4OC(C)(C)C(C)(C)O4)=[CH:32][C:27]=3[S:26][N:25]=2)[CH2:15][NH:16][C:17](=[O:23])[O:18][C:19]([CH3:22])([CH3:21])[CH3:20])=[CH:10][CH:9]=1.[N+:42]([C:45]1[CH:64]=[CH:63][C:48]([C:49]([O:51][C@H:52]2[C:56]3[N:57]=[CH:58][N:59]=[C:60](Cl)[C:55]=3[C@H:54]([CH3:62])[CH2:53]2)=[O:50])=[CH:47][CH:46]=1)([O-:44])=[O:43]. (8) Given the product [CH2:11]([N:10]([CH2:13][C:14]1[CH:19]=[C:18]([C:20]([F:23])([F:22])[F:21])[CH:17]=[CH:16][C:15]=1[C:24]1[C:29]([O:30][CH3:31])=[CH:28][CH:27]=[C:26]([CH2:32][C:33]([OH:35])=[O:34])[CH:25]=1)[C:9]([NH:8][C:3]1[CH:4]=[CH:5][CH:6]=[CH:7][CH:2]=1)=[O:36])[CH3:12], predict the reactants needed to synthesize it. The reactants are: Br[C:2]1[CH:7]=[CH:6][CH:5]=[CH:4][C:3]=1[NH:8][C:9](=[O:36])[N:10]([CH2:13][C:14]1[CH:19]=[C:18]([C:20]([F:23])([F:22])[F:21])[CH:17]=[CH:16][C:15]=1[C:24]1[C:29]([O:30][CH3:31])=[CH:28][CH:27]=[C:26]([CH2:32][C:33]([OH:35])=[O:34])[CH:25]=1)[CH2:11][CH3:12]. (9) Given the product [C:3]([N:10]1[CH2:11][CH2:12][CH:13]([C:16]2[N:17]([CH:26]3[CH2:28][CH2:27]3)[N:18]=[CH:19][C:20]=2[C:21]([OH:23])=[O:22])[CH2:14][CH2:15]1)([O:5][C:6]([CH3:9])([CH3:8])[CH3:7])=[O:4], predict the reactants needed to synthesize it. The reactants are: [OH-].[Na+].[C:3]([N:10]1[CH2:15][CH2:14][CH:13]([C:16]2[N:17]([CH:26]3[CH2:28][CH2:27]3)[N:18]=[CH:19][C:20]=2[C:21]([O:23]CC)=[O:22])[CH2:12][CH2:11]1)([O:5][C:6]([CH3:9])([CH3:8])[CH3:7])=[O:4]. (10) The reactants are: Br[C:2]1[N:3]=[C:4](Br)[N:5]2[CH:13]([CH2:14][C:15]([CH:18]3[CH2:23][CH2:22][CH2:21][CH2:20][CH2:19]3)([F:17])[F:16])[C:12]3[C:7](=[CH:8][CH:9]=[CH:10][CH:11]=3)[C:6]=12. Given the product [CH:18]1([C:15]([F:16])([F:17])[CH2:14][CH:13]2[C:12]3[C:7](=[CH:8][CH:9]=[CH:10][CH:11]=3)[C:6]3=[CH:2][N:3]=[CH:4][N:5]23)[CH2:23][CH2:22][CH2:21][CH2:20][CH2:19]1, predict the reactants needed to synthesize it.